Dataset: Forward reaction prediction with 1.9M reactions from USPTO patents (1976-2016). Task: Predict the product of the given reaction. (1) Given the reactants Br[C:2]1[CH:3]=[C:4]([CH:7]=[CH:8][CH:9]=1)[C:5]#[N:6].C([O:13][C:14]([CH3:16])=[CH2:15])(=O)C, predict the reaction product. The product is: [C:5]([C:4]1[CH:3]=[C:2]([CH2:15][C:14]([CH3:16])=[O:13])[CH:9]=[CH:8][CH:7]=1)#[N:6]. (2) Given the reactants [NH:1](C(OCC1C2C(=CC=CC=2)C2C1=CC=CC=2)=O)[C@H:2]([C:27]([OH:29])=O)[CH2:3][CH2:4][CH2:5][NH:6][C:7](=[NH:26])[NH:8][S:9]([C:12]1[C:24]([CH3:25])=[C:23]2[C:17]([O:18][C:19]([CH2:22]2)([CH3:21])[CH3:20])=[C:15]([CH3:16])[C:13]=1[CH3:14])(=[O:11])=[O:10].CCN(C(C)C)C(C)C.CN(C(ON1N=NC2C=CC=CC1=2)=[N+](C)C)C.F[P-](F)(F)(F)(F)F.[NH:80]1[CH2:89][CH2:88][CH2:87][C@H:81]1[C:82]([NH:84][CH2:85][CH3:86])=[O:83].Cl, predict the reaction product. The product is: [NH2:1][C@H:2]([C:27]([N:80]1[CH2:89][CH2:88][CH2:87][C@H:81]1[C:82]([NH:84][CH2:85][CH3:86])=[O:83])=[O:29])[CH2:3][CH2:4][CH2:5][NH:6][C:7](=[NH:26])[NH:8][S:9]([C:12]1[C:24]([CH3:25])=[C:23]2[C:17]([O:18][C:19]([CH2:22]2)([CH3:21])[CH3:20])=[C:15]([CH3:16])[C:13]=1[CH3:14])(=[O:10])=[O:11]. (3) Given the reactants [C:9](O[C:9]([O:11][C:12]([CH3:15])([CH3:14])[CH3:13])=[O:10])([O:11][C:12]([CH3:15])([CH3:14])[CH3:13])=[O:10].[Cl:16][C:17]1[CH:26]=[CH:25][C:24]2[C:19](=[CH:20][CH:21]=[C:22]([Cl:28])[C:23]=2[NH2:27])[N:18]=1, predict the reaction product. The product is: [CH3:15][C:12]([O:11][C:9](=[O:10])[N:27]([C:23]1[C:22]([Cl:28])=[CH:21][CH:20]=[C:19]2[C:24]=1[CH:25]=[CH:26][C:17]([Cl:16])=[N:18]2)[C:9]([O:11][C:12]([CH3:15])([CH3:14])[CH3:13])=[O:10])([CH3:13])[CH3:14]. (4) Given the reactants [C:1](Cl)(Cl)=[O:2].[NH2:5][C:6]1[CH:15]=[CH:14][C:9]([C:10]([O:12][CH3:13])=[O:11])=[C:8]([O:16][CH3:17])[CH:7]=1.C(N(C(C)C)CC)(C)C.[Br:27][C:28]1[CH:34]=[C:33]([O:35][C:36]([F:39])([F:38])[F:37])[CH:32]=[CH:31][C:29]=1[NH2:30], predict the reaction product. The product is: [CH3:13][O:12][C:10](=[O:11])[C:9]1[CH:14]=[CH:15][C:6]([NH:5][C:1]([NH:30][C:29]2[CH:31]=[CH:32][C:33]([O:35][C:36]([F:37])([F:38])[F:39])=[CH:34][C:28]=2[Br:27])=[O:2])=[CH:7][C:8]=1[O:16][CH3:17]. (5) Given the reactants [CH2:1]([SH:4])[CH2:2][SH:3].[OH2:5].[C:6]1([CH3:16])[CH:11]=[CH:10][C:9](S(O)(=O)=O)=[CH:8][CH:7]=1.[C:17](=[O:20])([O-])O.[Na+], predict the reaction product. The product is: [S:3]1[C:9]2([CH2:10][CH2:11][CH:6]([C:16]3[CH:8]=[CH:7][C:6]([OH:5])=[CH:11][C:17]=3[OH:20])[CH2:7][CH2:8]2)[S:4][CH2:1][CH2:2]1. (6) Given the reactants [C:1]([C:5]1[CH:10]=[CH:9][C:8]([S:11]([NH:14][C:15]2[CH:16]=[C:17]3[C:21](=[CH:22][CH:23]=2)[NH:20][C:19]([C:24]([OH:26])=O)=[C:18]3[C:27]2[CH:32]=[CH:31][CH:30]=[C:29]([CH3:33])[CH:28]=2)(=[O:13])=[O:12])=[CH:7][CH:6]=1)([CH3:4])([CH3:3])[CH3:2].[C:34]([NH:37][CH2:38][CH2:39][NH2:40])(=[O:36])[CH3:35], predict the reaction product. The product is: [C:34]([NH:37][CH2:38][CH2:39][NH:40][C:24]([C:19]1[NH:20][C:21]2[C:17]([C:18]=1[C:27]1[CH:32]=[CH:31][CH:30]=[C:29]([CH3:33])[CH:28]=1)=[CH:16][C:15]([NH:14][S:11]([C:8]1[CH:9]=[CH:10][C:5]([C:1]([CH3:2])([CH3:3])[CH3:4])=[CH:6][CH:7]=1)(=[O:12])=[O:13])=[CH:23][CH:22]=2)=[O:26])(=[O:36])[CH3:35]. (7) Given the reactants Cl[C:2]1[C:11]2[C:6](=[C:7]([F:12])[CH:8]=[CH:9][CH:10]=2)[N:5]=[C:4]([CH3:13])[CH:3]=1.[Cl:14][C:15]1[CH:16]=[C:17]([CH:20]=[CH:21][C:22]=1[Cl:23])[CH2:18][NH2:19], predict the reaction product. The product is: [Cl:14][C:15]1[CH:16]=[C:17]([CH:20]=[CH:21][C:22]=1[Cl:23])[CH2:18][NH:19][C:2]1[C:11]2[C:6](=[C:7]([F:12])[CH:8]=[CH:9][CH:10]=2)[N:5]=[C:4]([CH3:13])[CH:3]=1. (8) Given the reactants [F:1][C:2]1[CH:53]=[CH:52][CH:51]=[CH:50][C:3]=1[CH2:4][C:5]1([OH:49])[CH2:10][CH2:9][CH2:8][CH:7]([NH:11][C:12]([C:14]2[CH:15]=[C:16]3[C:20](=[CH:21][CH:22]=2)[N:19](C(C2C=CC=CC=2)(C2C=CC=CC=2)C2C=CC=CC=2)[N:18]=[C:17]3[C:42]2[CH:47]=[CH:46][N:45]=[C:44]([CH3:48])[CH:43]=2)=[O:13])[CH2:6]1.[SiH](CC)(CC)CC, predict the reaction product. The product is: [F:1][C:2]1[CH:53]=[CH:52][CH:51]=[CH:50][C:3]=1[CH2:4][C:5]1([OH:49])[CH2:10][CH2:9][CH2:8][CH:7]([NH:11][C:12]([C:14]2[CH2:15][C:16]3[C:20](=[CH:21][CH:22]=2)[N:19]=[N:18][C:17]=3[C:42]2[CH:47]=[CH:46][N:45]=[C:44]([CH3:48])[CH:43]=2)=[O:13])[CH2:6]1.